This data is from Peptide-MHC class I binding affinity with 185,985 pairs from IEDB/IMGT. The task is: Regression. Given a peptide amino acid sequence and an MHC pseudo amino acid sequence, predict their binding affinity value. This is MHC class I binding data. (1) The peptide sequence is RQAELSKAY. The MHC is HLA-B46:01 with pseudo-sequence HLA-B46:01. The binding affinity (normalized) is 0.0847. (2) The peptide sequence is KITTESIVIW. The MHC is HLA-B35:03 with pseudo-sequence HLA-B35:03. The binding affinity (normalized) is 0. (3) The peptide sequence is GLASVVVHTK. The MHC is HLA-A31:01 with pseudo-sequence HLA-A31:01. The binding affinity (normalized) is 0.0464. (4) The peptide sequence is KIFEDQLLP. The MHC is H-2-Kb with pseudo-sequence H-2-Kb. The binding affinity (normalized) is 0.0541. (5) The peptide sequence is FVAAFDHFY. The binding affinity (normalized) is 0.728. The MHC is HLA-A80:01 with pseudo-sequence HLA-A80:01.